Task: Predict which catalyst facilitates the given reaction.. Dataset: Catalyst prediction with 721,799 reactions and 888 catalyst types from USPTO (1) Reactant: C([O:3][C:4](=[O:22])[C:5]1[CH:10]=[C:9]([C:11]2[C:20]3[C:15](=[CH:16][CH:17]=[C:18]([Br:21])[CH:19]=3)[N:14]=[CH:13][N:12]=2)[CH:8]=[N:7][CH:6]=1)C.O[Li].O. Product: [Br:21][C:18]1[CH:19]=[C:20]2[C:15](=[CH:16][CH:17]=1)[N:14]=[CH:13][N:12]=[C:11]2[C:9]1[CH:8]=[N:7][CH:6]=[C:5]([CH:10]=1)[C:4]([OH:22])=[O:3]. The catalyst class is: 12. (2) Product: [C:16]([O:20][C:21]([N:23]([CH3:39])[C@H:24]([C:26]([NH:28][C@@H:29]([CH:33]1[CH2:34][CH2:35][CH2:36][CH2:37][CH2:38]1)[C:30]([N:8]1[C@H:7]([C:9]([O:11][CH3:12])=[O:10])[CH2:6][N:5]2[CH2:13][CH2:14][CH2:15][C@@H:4]2[CH2:3]1)=[O:31])=[O:27])[CH3:25])=[O:22])([CH3:19])([CH3:17])[CH3:18]. The catalyst class is: 54. Reactant: Cl.Cl.[CH2:3]1[NH:8][C@H:7]([C:9]([O:11][CH3:12])=[O:10])[CH2:6][N:5]2[CH2:13][CH2:14][CH2:15][C@H:4]12.[C:16]([O:20][C:21]([N:23]([CH3:39])[C@H:24]([C:26]([NH:28][C@@H:29]([CH:33]1[CH2:38][CH2:37][CH2:36][CH2:35][CH2:34]1)[C:30](O)=[O:31])=[O:27])[CH3:25])=[O:22])([CH3:19])([CH3:18])[CH3:17].[Cl-].COC1N=C(OC)N=C([N+]2(C)CCOCC2)N=1.CN1CCOCC1. (3) Reactant: [C@H:1]1([NH:10][C:11]2[CH:20]=[CH:19][C:18]3[C:13](=[CH:14][CH:15]=[CH:16][C:17]=3[N+:21]([O-])=O)[N:12]=2)[C:9]2[C:4](=[CH:5][CH:6]=[CH:7][CH:8]=2)[CH2:3][CH2:2]1.[H][H]. Product: [C@H:1]1([NH:10][C:11]2[CH:20]=[CH:19][C:18]3[C:17]([NH2:21])=[CH:16][CH:15]=[CH:14][C:13]=3[N:12]=2)[C:9]2[C:4](=[CH:5][CH:6]=[CH:7][CH:8]=2)[CH2:3][CH2:2]1. The catalyst class is: 29. (4) Reactant: [CH3:1][C:2]1[CH:3]=[C:4]([CH:6]=[CH:7][CH:8]=1)[NH2:5].CCN(CC)CC.ClC(Cl)(O[C:20](=[O:26])OC(Cl)(Cl)Cl)Cl.[C:28]([C:31]1[C:35]2[CH2:36][NH:37][CH2:38][CH2:39][C:34]=2[NH:33][N:32]=1)([CH3:30])=[CH2:29]. Product: [C:28]([C:31]1[C:35]2[CH2:36][N:37]([C:20]([NH:5][C:4]3[CH:3]=[C:2]([CH3:1])[CH:8]=[CH:7][CH:6]=3)=[O:26])[CH2:38][CH2:39][C:34]=2[NH:33][N:32]=1)([CH3:30])=[CH2:29]. The catalyst class is: 448. (5) Reactant: [C:1]1(=[O:7])[CH2:5][CH2:4][C:3](=[O:6])[CH2:2]1.[CH2:8](Br)[C:9]1[CH:14]=[CH:13][CH:12]=[CH:11][CH:10]=1. Product: [CH2:8]([CH:2]1[C:3](=[O:6])[CH2:4][CH2:5][C:1]1=[O:7])[C:9]1[CH:14]=[CH:13][CH:12]=[CH:11][CH:10]=1. The catalyst class is: 6.